This data is from Forward reaction prediction with 1.9M reactions from USPTO patents (1976-2016). The task is: Predict the product of the given reaction. Given the reactants [CH2:1]=[O:2].[N+:3]([CH2:6][CH2:7][CH2:8][C:9]1[CH:14]=[CH:13][C:12]([C:15](=[O:23])[CH2:16][CH2:17][CH2:18][CH2:19][CH2:20][CH2:21][CH3:22])=[CH:11][CH:10]=1)([O-:5])=[O:4].[CH2:24]([OH:26])C, predict the reaction product. The product is: [OH:2][CH2:1][C:6]([CH2:24][OH:26])([N+:3]([O-:5])=[O:4])[CH2:7][CH2:8][C:9]1[CH:10]=[CH:11][C:12]([C:15](=[O:23])[CH2:16][CH2:17][CH2:18][CH2:19][CH2:20][CH2:21][CH3:22])=[CH:13][CH:14]=1.